This data is from Forward reaction prediction with 1.9M reactions from USPTO patents (1976-2016). The task is: Predict the product of the given reaction. (1) The product is: [CH2:1]([O:8][C:9]1[C:14](=[O:15])[CH:13]=[C:12]([CH3:16])[N:25]([CH3:24])[C:10]=1[C:17]([NH:19][CH:20]1[CH2:23][CH2:22][CH2:21]1)=[O:18])[C:2]1[CH:7]=[CH:6][CH:5]=[CH:4][CH:3]=1. Given the reactants [CH2:1]([O:8][C:9]1[C:14](=[O:15])[CH:13]=[C:12]([CH3:16])O[C:10]=1[C:17]([NH:19][CH:20]1[CH2:23][CH2:22][CH2:21]1)=[O:18])[C:2]1[CH:7]=[CH:6][CH:5]=[CH:4][CH:3]=1.[CH3:24][NH2:25], predict the reaction product. (2) Given the reactants Br[C:2]1[CH:3]=[C:4]([NH:8][CH:9]2[CH2:14][CH2:13][O:12][CH2:11][CH2:10]2)[CH:5]=[CH:6][CH:7]=1.[B:15]1([B:15]2[O:19][C:18]([CH3:21])([CH3:20])[C:17]([CH3:23])([CH3:22])[O:16]2)[O:19][C:18]([CH3:21])([CH3:20])[C:17]([CH3:23])([CH3:22])[O:16]1.C([O-])(=O)C.[K+], predict the reaction product. The product is: [O:12]1[CH2:13][CH2:14][CH:9]([NH:8][C:4]2[CH:5]=[CH:6][CH:7]=[C:2]([B:15]3[O:19][C:18]([CH3:21])([CH3:20])[C:17]([CH3:23])([CH3:22])[O:16]3)[CH:3]=2)[CH2:10][CH2:11]1. (3) Given the reactants S(Cl)([Cl:3])=O.[CH3:5][C:6]1[C:11]([CH2:12]O)=[CH:10][CH:9]=[C:8]([C:14]([F:17])([F:16])[F:15])[N:7]=1, predict the reaction product. The product is: [Cl:3][CH2:12][C:11]1[C:6]([CH3:5])=[N:7][C:8]([C:14]([F:17])([F:16])[F:15])=[CH:9][CH:10]=1. (4) Given the reactants [F:1][C:2]([F:21])([F:20])[CH2:3][N:4]1[C:9](=[O:10])[C:8]([OH:11])=[C:7]([C:12]2[CH:17]=[CH:16][C:15]([S:18][CH3:19])=[CH:14][CH:13]=2)[CH:6]=[N:5]1, predict the reaction product. The product is: [F:21][C:2]([F:1])([F:20])[CH2:3][N:4]1[C:9](=[O:10])[C:8]([O:11][CH2:6][CH:7]([CH3:12])[CH3:8])=[C:7]([C:12]2[CH:17]=[CH:16][C:15]([S:18][CH3:19])=[CH:14][CH:13]=2)[CH:6]=[N:5]1. (5) Given the reactants [C:1]([C:5]1[CH:10]=[CH:9][CH:8]=[CH:7][C:6]=1[N:11]1[CH2:16][CH2:15][N:14]([C:17](=[O:23])[CH2:18][CH2:19][C:20]([OH:22])=O)[CH2:13][CH2:12]1)([CH3:4])([CH3:3])[CH3:2].[CH:24]1([CH2:27][NH:28][S:29]([NH2:32])(=[O:31])=[O:30])[CH2:26][CH2:25]1.CC1C=CC=C([N+]([O-])=O)C=1C(OC(=O)C1C([N+]([O-])=O)=CC=CC=1C)=O.C(N(CC)CC)C, predict the reaction product. The product is: [C:1]([C:5]1[CH:10]=[CH:9][CH:8]=[CH:7][C:6]=1[N:11]1[CH2:16][CH2:15][N:14]([C:17](=[O:23])[CH2:18][CH2:19][C:20]([NH:32][S:29](=[O:31])(=[O:30])[NH:28][CH2:27][CH:24]2[CH2:26][CH2:25]2)=[O:22])[CH2:13][CH2:12]1)([CH3:3])([CH3:4])[CH3:2]. (6) Given the reactants [NH2:1][C:2]1[C:7]([CH3:8])=[CH:6][C:5]([Br:9])=[CH:4][C:3]=1[OH:10].[CH2:11](N(CC)CC)[CH3:12].C1(C)C=CC(S([O-])(=O)=O)=CC=1.[NH+]1C=CC=CC=1.C(Cl)(=O)C, predict the reaction product. The product is: [Br:9][C:5]1[CH:6]=[C:7]([CH3:8])[C:2]2[N:1]=[C:11]([CH3:12])[O:10][C:3]=2[CH:4]=1. (7) Given the reactants Br[C:2]1[CH:3]=[C:4]([C:24](=[O:36])[NH:25][CH2:26][C:27]2[C:28](=[O:35])[NH:29][C:30]([CH3:34])=[CH:31][C:32]=2[CH3:33])[C:5]([CH3:23])=[C:6]([N:8]([CH3:22])[CH:9]2[CH2:14][CH2:13][N:12]([C:15]([O:17][C:18]([CH3:21])([CH3:20])[CH3:19])=[O:16])[CH2:11][CH2:10]2)[CH:7]=1.[CH3:37][N:38]1[CH:42]=[C:41](B2OC(C)(C)C(C)(C)O2)[CH:40]=[N:39]1.C([O-])([O-])=O.[Na+].[Na+], predict the reaction product. The product is: [CH3:33][C:32]1[CH:31]=[C:30]([CH3:34])[NH:29][C:28](=[O:35])[C:27]=1[CH2:26][NH:25][C:24]([C:4]1[C:5]([CH3:23])=[C:6]([N:8]([CH3:22])[CH:9]2[CH2:10][CH2:11][N:12]([C:15]([O:17][C:18]([CH3:21])([CH3:19])[CH3:20])=[O:16])[CH2:13][CH2:14]2)[CH:7]=[C:2]([C:41]2[CH:40]=[N:39][N:38]([CH3:37])[CH:42]=2)[CH:3]=1)=[O:36].